Dataset: Reaction yield outcomes from USPTO patents with 853,638 reactions. Task: Predict the reaction yield, written as a fraction of the theoretical maximum amount of product (1.0 means a 100% yield; for example, 0.34 means a 34% yield). (1) The reactants are C(OC([N:8]1[CH2:13][CH2:12][CH:11]([C:14](=[O:33])[NH:15][C:16]2[S:17][C:18]3[C:24]([N:25]4[CH2:30][CH2:29][O:28][CH2:27][CH2:26]4)=[CH:23][CH:22]=[C:21]([O:31][CH3:32])[C:19]=3[N:20]=2)[CH2:10][CH2:9]1)=O)(C)(C)C. The catalyst is FC(F)(F)C(O)=O. The product is [CH3:32][O:31][C:21]1[C:19]2[N:20]=[C:16]([NH:15][C:14]([CH:11]3[CH2:10][CH2:9][NH:8][CH2:13][CH2:12]3)=[O:33])[S:17][C:18]=2[C:24]([N:25]2[CH2:26][CH2:27][O:28][CH2:29][CH2:30]2)=[CH:23][CH:22]=1. The yield is 0.770. (2) The reactants are CO[CH2:3][N:4]([CH2:13][Si](C)(C)C)[C@@H:5]([C:7]1[CH:12]=[CH:11][CH:10]=[CH:9][CH:8]=1)[CH3:6].[C:18]([O:22][CH3:23])(=[O:21])[C:19]#[CH:20]. The catalyst is ClCCl.FC(F)(F)C(O)=O. The product is [C:7]1([C@H:5]([N:4]2[CH2:3][CH:20]=[C:19]([C:18]([O:22][CH3:23])=[O:21])[CH2:13]2)[CH3:6])[CH:8]=[CH:9][CH:10]=[CH:11][CH:12]=1. The yield is 0.560.